This data is from Reaction yield outcomes from USPTO patents with 853,638 reactions. The task is: Predict the reaction yield, written as a fraction of the theoretical maximum amount of product (1.0 means a 100% yield; for example, 0.34 means a 34% yield). (1) The reactants are [N+:1]([C:4]1[CH:9]=[CH:8][C:7]([NH2:10])=[C:6]([NH2:11])[CH:5]=1)([O-:3])=[O:2].[CH3:12][C:13]([CH:15]=O)=O. The catalyst is O. The product is [CH3:15][C:13]1[CH:12]=[N:11][C:6]2[C:7](=[CH:8][CH:9]=[C:4]([N+:1]([O-:3])=[O:2])[CH:5]=2)[N:10]=1. The yield is 0.600. (2) The reactants are [Cl:1][C:2]1[CH:9]=[C:8](F)[CH:7]=[CH:6][C:3]=1[C:4]#[N:5].[NH2:11][C@H:12]([C:16]([OH:18])=[O:17])[CH2:13][CH2:14][CH3:15].C(=O)([O-])[O-].[Cs+].[Cs+].C(OCC)(=O)C. The catalyst is CS(C)=O. The product is [Cl:1][C:2]1[CH:9]=[C:8]([NH:11][C@H:12]([C:16]([OH:18])=[O:17])[CH2:13][CH2:14][CH3:15])[CH:7]=[CH:6][C:3]=1[C:4]#[N:5]. The yield is 1.00. (3) The reactants are CO[C:3](=[O:23])[C:4]([OH:22])=[CH:5][C:6](=[O:21])[N:7]([CH2:13][C:14]1[CH:19]=[CH:18][C:17]([F:20])=[CH:16][CH:15]=1)[O:8][CH2:9][CH:10]([CH3:12])[CH3:11].C=O.CN.ClC1C=C(C=CC=1Cl)[CH2:32][N:33](C)[C:34](C1CN(C)C(=O)C=1O)=O. No catalyst specified. The product is [F:20][C:17]1[CH:16]=[CH:15][C:14]([CH2:13][N:7]([O:8][CH2:9][CH:10]([CH3:11])[CH3:12])[C:6]([C:5]2[CH2:32][N:33]([CH3:34])[C:3](=[O:23])[C:4]=2[OH:22])=[O:21])=[CH:19][CH:18]=1. The yield is 0.400. (4) The reactants are [CH3:1][O:2][CH2:3][O:4][CH2:5][C:6]([C:8]1[CH:13]=[CH:12][CH:11]=[CH:10][CH:9]=1)=O.[F:14][C:15]1[CH:24]=[CH:23][C:22]([F:25])=[CH:21][C:16]=1[C:17](=[S:20])[NH:18][NH2:19]. The catalyst is C(O)C.ClCCl. The product is [F:14][C:15]1[CH:24]=[CH:23][C:22]([F:25])=[CH:21][C:16]=1[C:17]1[S:20][C:6]([CH2:5][O:4][CH2:3][O:2][CH3:1])([C:8]2[CH:13]=[CH:12][CH:11]=[CH:10][CH:9]=2)[NH:19][N:18]=1. The yield is 0.630. (5) The reactants are [NH2:1][C:2]1[CH:7]=[CH:6][C:5]([NH:8][S:9]([CH3:12])(=[O:11])=[O:10])=[CH:4][C:3]=1[S:13]([NH2:16])(=[O:15])=[O:14].[C:17](OCC)(=[O:24])[CH2:18][C:19]([O:21][CH2:22][CH3:23])=[O:20]. No catalyst specified. The product is [CH2:22]([O:21][C:19](=[O:20])[CH2:18][C:17]([NH:1][C:2]1[CH:7]=[CH:6][C:5]([NH:8][S:9]([CH3:12])(=[O:10])=[O:11])=[CH:4][C:3]=1[S:13](=[O:14])(=[O:15])[NH2:16])=[O:24])[CH3:23]. The yield is 0.720. (6) The reactants are [CH3:1][C:2]1[C:6]([CH3:7])=[CH:5][S:4][CH:3]=1.CN([CH:11]=[O:12])C.O=P(Cl)(Cl)Cl.[OH-].[Na+]. The catalyst is CN(C=O)C.C(Cl)(Cl)Cl. The product is [CH:11]([C:3]1[S:4][CH:5]=[C:6]([CH3:7])[C:2]=1[CH3:1])=[O:12]. The yield is 0.550. (7) The reactants are [CH:1]1([C:6]([C:8]2[S:9][C:10]3[CH:17]=[CH:16][CH:15]=[CH:14][C:11]=3[C:12]=2[CH3:13])=O)[CH2:5][CH2:4][CH2:3][CH2:2]1.[NH2:18][C:19]1[CH:28]=[CH:27][C:22]([C:23]([O:25][CH3:26])=[O:24])=[CH:21][CH:20]=1.C(=O)([O-])O.[Na+].C([BH3-])#N.[Na+]. The catalyst is O1CCCC1.[Ti](Cl)(Cl)(Cl)Cl.C(O)(=O)C.C(Cl)Cl.C(N(CC)CC)C. The product is [CH:1]1([CH:6]([NH:18][C:19]2[CH:20]=[CH:21][C:22]([C:23]([O:25][CH3:26])=[O:24])=[CH:27][CH:28]=2)[C:8]2[S:9][C:10]3[CH:17]=[CH:16][CH:15]=[CH:14][C:11]=3[C:12]=2[CH3:13])[CH2:5][CH2:4][CH2:3][CH2:2]1. The yield is 0.650.